Task: Predict the product of the given reaction.. Dataset: Forward reaction prediction with 1.9M reactions from USPTO patents (1976-2016) (1) Given the reactants [C:1]([O:5][C:6](=[O:24])[CH2:7][N:8]([C:16]1[CH:21]=[CH:20][CH:19]=[C:18]([CH2:22][NH2:23])[N:17]=1)[C:9]([O:11][C:12]([CH3:15])([CH3:14])[CH3:13])=[O:10])([CH3:4])([CH3:3])[CH3:2].[N:25]1[CH:30]=[CH:29][CH:28]=[CH:27][C:26]=1[S:31](Cl)(=[O:33])=[O:32], predict the reaction product. The product is: [C:1]([O:5][C:6](=[O:24])[CH2:7][N:8]([C:9]([O:11][C:12]([CH3:15])([CH3:14])[CH3:13])=[O:10])[C:16]1[CH:21]=[CH:20][CH:19]=[C:18]([CH2:22][NH:23][S:31]([C:26]2[CH:27]=[CH:28][CH:29]=[CH:30][N:25]=2)(=[O:33])=[O:32])[N:17]=1)([CH3:2])([CH3:3])[CH3:4]. (2) Given the reactants [CH3:1][O:2][C:3]1[CH:12]=[CH:11][C:6]([C:7]([O:9]C)=O)=[C:5]([C:13]#[C:14][CH2:15][CH:16]([CH3:18])[CH3:17])[CH:4]=1.Cl.[CH3:20][NH:21][O:22][CH3:23].[Li]CCCC, predict the reaction product. The product is: [CH3:20][N:21]([O:22][CH3:23])[C:7](=[O:9])[C:6]1[CH:11]=[CH:12][C:3]([O:2][CH3:1])=[CH:4][C:5]=1[C:13]#[C:14][CH2:15][CH:16]([CH3:18])[CH3:17]. (3) Given the reactants [N+:1]([C:4]1[CH:5]=[N:6][NH:7][CH:8]=1)([O-:3])=[O:2].[CH3:9][N:10]1[CH2:15][CH2:14][CH:13](O)[CH2:12][CH2:11]1.C1(P(C2C=CC=CC=2)C2C=CC=CC=2)C=CC=CC=1.N(C(OC(C)(C)C)=O)=NC(OC(C)(C)C)=O, predict the reaction product. The product is: [CH3:9][N:10]1[CH2:15][CH2:14][CH:13]([N:6]2[CH:5]=[C:4]([N+:1]([O-:3])=[O:2])[CH:8]=[N:7]2)[CH2:12][CH2:11]1. (4) Given the reactants CC(C)(O[C:5](=O)[N:6](C)[O:7][CH2:8][CH:9]([CH3:18])[O:10][C:11](=[O:17])[CH2:12][CH2:13][C:14]([OH:16])=[O:15])C, predict the reaction product. The product is: [CH3:5][NH:6][O:7][CH2:8][CH:9]([O:10][C:11](=[O:17])[CH2:12][CH2:13][C:14]([OH:16])=[O:15])[CH3:18]. (5) Given the reactants [Cl:1][C:2]1[CH:7]=[CH:6][CH:5]=[CH:4][C:3]=1[C:8]1[S:9][CH:10]=[C:11]([C:13]2[CH:20]=[CH:19][C:16]([C:17]#[N:18])=[CH:15][CH:14]=2)[N:12]=1.[N-:21]=[N+:22]=[N-:23].[Na+].[Cl-].[NH4+], predict the reaction product. The product is: [Cl:1][C:2]1[CH:7]=[CH:6][CH:5]=[CH:4][C:3]=1[C:8]1[S:9][CH:10]=[C:11]([C:13]2[CH:14]=[CH:15][C:16]([C:17]3[NH:23][N:22]=[N:21][N:18]=3)=[CH:19][CH:20]=2)[N:12]=1.